From a dataset of Peptide-MHC class I binding affinity with 185,985 pairs from IEDB/IMGT. Regression. Given a peptide amino acid sequence and an MHC pseudo amino acid sequence, predict their binding affinity value. This is MHC class I binding data. (1) The peptide sequence is FTARIIIFS. The MHC is HLA-B44:02 with pseudo-sequence HLA-B44:02. The binding affinity (normalized) is 0.213. (2) The peptide sequence is SPAIFQCSM. The MHC is HLA-B35:03 with pseudo-sequence HLA-B35:03. The binding affinity (normalized) is 0.520. (3) The peptide sequence is RGPGRAFVTI. The MHC is HLA-A02:06 with pseudo-sequence HLA-A02:06. The binding affinity (normalized) is 0.199. (4) The peptide sequence is KLPTWLGAAI. The MHC is HLA-A02:06 with pseudo-sequence HLA-A02:06. The binding affinity (normalized) is 0.474. (5) The peptide sequence is WDVFGNWF. The MHC is Mamu-B52 with pseudo-sequence Mamu-B52. The binding affinity (normalized) is 0.207. (6) The peptide sequence is QSFDYLPL. The MHC is H-2-Kb with pseudo-sequence H-2-Kb. The binding affinity (normalized) is 0.859. (7) The peptide sequence is QTATKRIRM. The MHC is Mamu-A01 with pseudo-sequence Mamu-A01. The binding affinity (normalized) is 0.194.